Predict the product of the given reaction. From a dataset of Forward reaction prediction with 1.9M reactions from USPTO patents (1976-2016). (1) Given the reactants [CH3:1][O:2][CH2:3][CH2:4][O:5][CH2:6][O:7][C:8]1[CH:13]=[CH:12][CH:11]=[CH:10][C:9]=1[N:14]1[CH2:19][CH2:18][N:17](C(OC(C)(C)C)=O)[CH2:16][CH2:15]1.C(=O)([O-])[O-].[K+].[K+], predict the reaction product. The product is: [CH3:1][O:2][CH2:3][CH2:4][O:5][CH2:6][O:7][C:8]1[CH:13]=[CH:12][CH:11]=[CH:10][C:9]=1[N:14]1[CH2:19][CH2:18][NH:17][CH2:16][CH2:15]1. (2) Given the reactants [CH:1]1[C:6]2[CH2:7][C@H:8]3[N:13]([CH2:14][CH:15]4[CH2:17][CH2:16]4)[CH2:12][CH2:11][C@:10]45[C@H:18]([C:20]([CH2:22][CH2:23][C@@:9]34[OH:24])=[O:21])[O:19][C:4]([C:5]=25)=[C:3]([OH:25])[CH:2]=1.Cl.[CH2:27](Br)[C:28]1[CH:33]=[CH:32][CH:31]=[CH:30][CH:29]=1.C([O-])([O-])=O.[K+].[K+], predict the reaction product. The product is: [CH:15]1([CH2:14][N:13]2[CH2:12][CH2:11][C@:10]34[C:5]5[C:4]6[O:19][C@H:18]3[C:20](=[O:21])[CH2:22][CH2:23][C@@:9]4([OH:24])[C@H:8]2[CH2:7][C:6]=5[CH:1]=[CH:2][C:3]=6[O:25][CH2:27][C:28]2[CH:33]=[CH:32][CH:31]=[CH:30][CH:29]=2)[CH2:17][CH2:16]1. (3) Given the reactants [F:1][C:2]1[CH:7]=[C:6]([F:8])[CH:5]=[CH:4][C:3]=1[C:9]1[N:10]=[C:11]2[CH2:28][CH2:27][CH2:26][N:12]2[C:13]=1[C:14]1[CH:15]=[CH:16][C:17]2[N:18]([C:20]([C:23](=[O:25])[CH3:24])=[N:21][N:22]=2)[N:19]=1.[CH2:29]1COCC1.C[Mg]Cl.[Cl-].[NH4+], predict the reaction product. The product is: [F:1][C:2]1[CH:7]=[C:6]([F:8])[CH:5]=[CH:4][C:3]=1[C:9]1[N:10]=[C:11]2[CH2:28][CH2:27][CH2:26][N:12]2[C:13]=1[C:14]1[CH:15]=[CH:16][C:17]2[N:18]([C:20]([C:23]([OH:25])([CH3:29])[CH3:24])=[N:21][N:22]=2)[N:19]=1. (4) Given the reactants [N+:1]([C:4]1[CH:5]=[C:6]([NH:13][C:14](=[O:26])[C:15]2[CH:20]=[CH:19][C:18]([N:21]3[CH2:25][CH2:24][CH2:23][CH2:22]3)=[CH:17][CH:16]=2)[CH:7]=[CH:8][C:9]=1[N+:10]([O-])=O)([O-])=O.[OH:27][CH2:28][CH2:29][NH:30][C:31]([C:33]1[CH:40]=[CH:39][C:36]([CH:37]=O)=[CH:35][CH:34]=1)=[O:32], predict the reaction product. The product is: [OH:27][CH2:28][CH2:29][NH:30][C:31](=[O:32])[C:33]1[CH:40]=[CH:39][C:36]([C:37]2[NH:10][C:9]3[CH:8]=[CH:7][C:6]([NH:13][C:14](=[O:26])[C:15]4[CH:20]=[CH:19][C:18]([N:21]5[CH2:25][CH2:24][CH2:23][CH2:22]5)=[CH:17][CH:16]=4)=[CH:5][C:4]=3[N:1]=2)=[CH:35][CH:34]=1. (5) Given the reactants [NH:1]1[CH2:6][CH:5]=[CH:4][CH2:3][CH2:2]1.C(N(CC)CC)C.[CH3:14][S:15](Cl)(=[O:17])=[O:16], predict the reaction product. The product is: [CH3:14][S:15]([N:1]1[CH2:2][CH:3]=[CH:4][CH2:5][CH2:6]1)(=[O:17])=[O:16]. (6) Given the reactants [Cl:1][C:2]1[CH:24]=[CH:23][CH:22]=[C:21]([Cl:25])[C:3]=1[C:4]([NH:6][C@H:7]([C:18]([OH:20])=[O:19])[CH2:8][C:9]1[CH:14]=[CH:13][C:12]([N+:15]([O-])=O)=[CH:11][CH:10]=1)=[O:5].CS(O)(=O)=O.[CH3:31][CH:32](O)[CH3:33], predict the reaction product. The product is: [CH:32]([O:20][C:18](=[O:19])[C@H:7]([CH2:8][C:9]1[CH:14]=[CH:13][C:12]([NH2:15])=[CH:11][CH:10]=1)[NH:6][C:4](=[O:5])[C:3]1[C:2]([Cl:1])=[CH:24][CH:23]=[CH:22][C:21]=1[Cl:25])([CH3:33])[CH3:31].